This data is from Experimentally validated miRNA-target interactions with 360,000+ pairs, plus equal number of negative samples. The task is: Binary Classification. Given a miRNA mature sequence and a target amino acid sequence, predict their likelihood of interaction. The miRNA is hsa-miR-140-3p with sequence UACCACAGGGUAGAACCACGG. The protein sequence of the target gene is MTLVLSMNRFCEPIVSEGAAEIAGYQTLWEADSYGGPSPPGPAQAPLQGDRGAGPPLAGSHYRGISNPITTSKITYFKRKYVEEEDFHPPLSSCSHKTISIFEERAHILYMSLEKLKFIDDPEVYLRRSVLINNLMKRIHGEIIMQNNWCFPACSFNGTSAQEWFMAQDCPYRKRPRMAKEECEKFHACCFYQECGGHYLNLPLSVNANVGSASTAASSPSASSSSSSSSSSPPLPLPSCSRQVDFDVGSASIYKSDGQIPANEIFVTNVRSLGVQEKAKLNDEKANDDTNRDGGPLSHE.... Result: 1 (interaction).